Dataset: NCI-60 drug combinations with 297,098 pairs across 59 cell lines. Task: Regression. Given two drug SMILES strings and cell line genomic features, predict the synergy score measuring deviation from expected non-interaction effect. Drug 1: CCC(=C(C1=CC=CC=C1)C2=CC=C(C=C2)OCCN(C)C)C3=CC=CC=C3.C(C(=O)O)C(CC(=O)O)(C(=O)O)O. Drug 2: C1CC(=O)NC(=O)C1N2C(=O)C3=CC=CC=C3C2=O. Cell line: HT29. Synergy scores: CSS=0.591, Synergy_ZIP=0.292, Synergy_Bliss=1.22, Synergy_Loewe=0.663, Synergy_HSA=0.0210.